The task is: Predict the reaction yield, written as a fraction of the theoretical maximum amount of product (1.0 means a 100% yield; for example, 0.34 means a 34% yield).. This data is from Reaction yield outcomes from USPTO patents with 853,638 reactions. (1) The reactants are Cl[C:2]1[CH:7]=[C:6]([O:8][C:9]2[C:15]([F:16])=[CH:14][C:12]([NH2:13])=[C:11]([F:17])[CH:10]=2)[CH:5]=[CH:4][N:3]=1.[CH3:18][N:19]1[CH:23]=[C:22](B2OC(C)(C)C(C)(C)O2)[CH:21]=[N:20]1.P([O-])([O-])([O-])=O.[K+].[K+].[K+]. The catalyst is CN(C=O)C.C1C=CC([P]([Pd]([P](C2C=CC=CC=2)(C2C=CC=CC=2)C2C=CC=CC=2)([P](C2C=CC=CC=2)(C2C=CC=CC=2)C2C=CC=CC=2)[P](C2C=CC=CC=2)(C2C=CC=CC=2)C2C=CC=CC=2)(C2C=CC=CC=2)C2C=CC=CC=2)=CC=1. The product is [F:17][C:11]1[CH:10]=[C:9]([O:8][C:6]2[CH:5]=[CH:4][N:3]=[C:2]([C:22]3[CH:21]=[N:20][N:19]([CH3:18])[CH:23]=3)[CH:7]=2)[C:15]([F:16])=[CH:14][C:12]=1[NH2:13]. The yield is 0.630. (2) The reactants are Br[C:2]1[CH:7]=[C:6]([N+:8]([O-:10])=[O:9])[CH:5]=[C:4]([F:11])[C:3]=1[NH2:12].[CH3:13][C:14]([CH3:18])([CH3:17])[C:15]#[CH:16]. The catalyst is CCN(CC)CC.[Cu]I.Cl[Pd](Cl)([P](C1C=CC=CC=1)(C1C=CC=CC=1)C1C=CC=CC=1)[P](C1C=CC=CC=1)(C1C=CC=CC=1)C1C=CC=CC=1. The product is [CH3:13][C:14]([CH3:18])([CH3:17])[C:15]#[C:16][C:2]1[CH:7]=[C:6]([N+:8]([O-:10])=[O:9])[CH:5]=[C:4]([F:11])[C:3]=1[NH2:12]. The yield is 0.360. (3) The reactants are [NH2:1][C:2]1[S:3][C@:4]2([C:19]([NH2:21])=O)[C@H:6]([C@:7]([C:10]3[C:11]([O:17][CH3:18])=[N:12][CH:13]=[C:14]([Br:16])[CH:15]=3)([CH3:9])[N:8]=1)[CH2:5]2.C(N(C(C)C)CC)(C)C.FC(F)(F)C(OC(=O)C(F)(F)F)=O.N. The catalyst is CO. The product is [NH2:1][C:2]1[S:3][C@:4]2([C:19]#[N:21])[C@H:6]([C@:7]([C:10]3[C:11]([O:17][CH3:18])=[N:12][CH:13]=[C:14]([Br:16])[CH:15]=3)([CH3:9])[N:8]=1)[CH2:5]2. The yield is 0.420.